Dataset: Peptide-MHC class I binding affinity with 185,985 pairs from IEDB/IMGT. Task: Regression. Given a peptide amino acid sequence and an MHC pseudo amino acid sequence, predict their binding affinity value. This is MHC class I binding data. (1) The peptide sequence is MTDLSKKGY. The MHC is HLA-A01:01 with pseudo-sequence HLA-A01:01. The binding affinity (normalized) is 0.902. (2) The peptide sequence is LQKVPHTRY. The MHC is HLA-A03:01 with pseudo-sequence HLA-A03:01. The binding affinity (normalized) is 0.0847. (3) The peptide sequence is MLDVDLHPA. The MHC is HLA-A02:17 with pseudo-sequence HLA-A02:17. The binding affinity (normalized) is 0.0853. (4) The peptide sequence is FHIVNQESL. The MHC is HLA-A80:01 with pseudo-sequence HLA-A80:01. The binding affinity (normalized) is 0.0847.